This data is from Full USPTO retrosynthesis dataset with 1.9M reactions from patents (1976-2016). The task is: Predict the reactants needed to synthesize the given product. (1) Given the product [OH:5][C:14]1[CH:15]=[C:10]([O:9][CH3:8])[C:11]([N+:16]([O-:18])=[O:17])=[CH:12][N:13]=1, predict the reactants needed to synthesize it. The reactants are: N.CC(C)([O-:5])C.[K+].[CH3:8][O:9][C:10]1[CH:15]=[CH:14][N:13]=[CH:12][C:11]=1[N+:16]([O-:18])=[O:17].C(OO)(C)(C)C. (2) Given the product [F:2][C:3]([F:14])([F:15])[C:4]1[CH:5]=[CH:6][C:7]([CH2:10][CH2:11][OH:12])=[CH:8][CH:9]=1, predict the reactants needed to synthesize it. The reactants are: B.[F:2][C:3]([F:15])([F:14])[C:4]1[CH:9]=[CH:8][C:7]([CH2:10][C:11](O)=[O:12])=[CH:6][CH:5]=1. (3) Given the product [CH:1]1([C:6]2[N:7]([CH2:15][C:16]([OH:18])=[O:17])[CH:8]=[C:9]([C:11]([F:12])([F:13])[F:14])[N:10]=2)[CH2:2][CH2:3][CH2:4][CH2:5]1, predict the reactants needed to synthesize it. The reactants are: [CH:1]1([C:6]2[N:7]([CH2:15][C:16]([O:18]C(C)(C)C)=[O:17])[CH:8]=[C:9]([C:11]([F:14])([F:13])[F:12])[N:10]=2)[CH2:5][CH2:4][CH2:3][CH2:2]1. (4) Given the product [C:15]1([NH:14][C:4]2[N:3]=[C:2]([NH:21][C@H:22]([CH2:25][CH3:26])[CH2:23][OH:24])[N:10]=[C:9]3[C:5]=2[N:6]=[CH:7][N:8]3[CH2:11][CH2:12][CH3:13])[CH:20]=[CH:19][CH:18]=[CH:17][CH:16]=1, predict the reactants needed to synthesize it. The reactants are: Cl[C:2]1[N:10]=[C:9]2[C:5]([N:6]=[CH:7][N:8]2[CH2:11][CH2:12][CH3:13])=[C:4]([NH:14][C:15]2[CH:20]=[CH:19][CH:18]=[CH:17][CH:16]=2)[N:3]=1.[NH2:21][C@H:22]([CH2:25][CH3:26])[CH2:23][OH:24]. (5) Given the product [C:23]([C:21]1[C:10]([C:11]([NH:13][CH2:14][CH:15]2[CH2:20][CH2:19][CH2:18][CH2:17][CH2:16]2)=[O:12])=[CH:9][N:8]=[C:7]([Cl:6])[CH:22]=1)([CH3:1])([CH3:25])[CH3:24], predict the reactants needed to synthesize it. The reactants are: [CH2:1]([Li])CCC.[Cl:6][C:7]1[CH:22]=[C:21]([CH:23]([CH3:25])[CH3:24])[C:10]([C:11]([NH:13][CH2:14][CH:15]2[CH2:20][CH2:19][CH2:18][CH2:17][CH2:16]2)=[O:12])=[CH:9][N:8]=1.CI. (6) Given the product [CH:1]1[C:13]2[CH:12]([CH2:14][O:15][C:16]([NH:18][C@@H:19]([CH2:23][C:24]3[C:32]4[C:27](=[CH:28][CH:29]=[CH:30][CH:31]=4)[NH:26][C:25]=3[C:34]3[CH:39]=[CH:38][C:37]([O:40][CH2:41][CH2:42][CH3:43])=[CH:36][CH:35]=3)[C:20]([OH:22])=[O:21])=[O:17])[C:11]3[C:6](=[CH:7][CH:8]=[CH:9][CH:10]=3)[C:5]=2[CH:4]=[CH:3][CH:2]=1, predict the reactants needed to synthesize it. The reactants are: [CH:1]1[C:13]2[CH:12]([CH2:14][O:15][C:16]([NH:18][C@@H:19]([CH2:23][C:24]3[C:32]4[C:27](=[CH:28][CH:29]=[CH:30][CH:31]=4)[NH:26][CH:25]=3)[C:20]([OH:22])=[O:21])=[O:17])[C:11]3[C:6](=[CH:7][CH:8]=[CH:9][CH:10]=3)[C:5]=2[CH:4]=[CH:3][CH:2]=1.I[C:34]1[CH:39]=[CH:38][C:37]([O:40][CH2:41][CH2:42][CH3:43])=[CH:36][CH:35]=1. (7) The reactants are: [NH2:1][C:2]1[CH:13]=[CH:12][C:5]2[O:6][C:7]([C:9](=[O:11])[CH3:10])=[CH:8][C:4]=2[CH:3]=1.Cl[C:15]1[C:16](=[O:34])[N:17]([CH2:27][C:28]2[CH:29]=[N:30][CH:31]=[CH:32][CH:33]=2)[C:18](=[O:26])[C:19]=1[C:20]1[CH:25]=[CH:24][CH:23]=[CH:22][CH:21]=1.O. Given the product [C:9]([C:7]1[O:6][C:5]2[CH:12]=[CH:13][C:2]([NH:1][C:15]3[C:16](=[O:34])[N:17]([CH2:27][C:28]4[CH:29]=[N:30][CH:31]=[CH:32][CH:33]=4)[C:18](=[O:26])[C:19]=3[C:20]3[CH:21]=[CH:22][CH:23]=[CH:24][CH:25]=3)=[CH:3][C:4]=2[CH:8]=1)(=[O:11])[CH3:10], predict the reactants needed to synthesize it. (8) Given the product [CH3:14][C:13]([C:11]1[S:12][C:8]([C:6]2[CH:5]=[CH:4][N:3]=[C:2]([CH3:37])[N:7]=2)=[C:9]([C:17]2[C:18]([F:35])=[C:19]([NH:23][S:24]([C:27]3[CH:32]=[C:31]([F:33])[CH:30]=[CH:29][C:28]=3[F:34])(=[O:26])=[O:25])[CH:20]=[CH:21][CH:22]=2)[N:10]=1)([CH3:16])[CH3:15], predict the reactants needed to synthesize it. The reactants are: Cl[C:2]1[N:7]=[C:6]([C:8]2[S:12][C:11]([C:13]([CH3:16])([CH3:15])[CH3:14])=[N:10][C:9]=2[C:17]2[C:18]([F:35])=[C:19]([NH:23][S:24]([C:27]3[CH:32]=[C:31]([F:33])[CH:30]=[CH:29][C:28]=3[F:34])(=[O:26])=[O:25])[CH:20]=[CH:21][CH:22]=2)[CH:5]=[CH:4][N:3]=1.[Cl-].[CH3:37][Zn+].